Predict which catalyst facilitates the given reaction. From a dataset of Catalyst prediction with 721,799 reactions and 888 catalyst types from USPTO. Reactant: [Br:1]N1C(=O)CCC1=O.[S:9]1[CH:13]=[CH:12][CH:11]=[C:10]1[CH:14]1[CH2:19][CH2:18][N:17]([C:20]([O:22][C:23]([CH3:26])([CH3:25])[CH3:24])=[O:21])[CH2:16][CH2:15]1.C([O-])(O)=O.[Na+]. Product: [Br:1][C:13]1[S:9][C:10]([CH:14]2[CH2:15][CH2:16][N:17]([C:20]([O:22][C:23]([CH3:26])([CH3:25])[CH3:24])=[O:21])[CH2:18][CH2:19]2)=[CH:11][CH:12]=1. The catalyst class is: 23.